Dataset: Full USPTO retrosynthesis dataset with 1.9M reactions from patents (1976-2016). Task: Predict the reactants needed to synthesize the given product. Given the product [CH3:40][N:37]1[CH2:36][CH2:35][N:34]([C:32]([C:29]2[CH:30]=[CH:31][C:26]([NH:25][C:2]3[C:3]4[NH:15][N:14]=[CH:13][C:4]=4[N:5]=[C:6]([C:8]4[CH:12]=[CH:11][S:10][CH:9]=4)[N:7]=3)=[CH:27][CH:28]=2)=[O:33])[CH2:39][CH2:38]1, predict the reactants needed to synthesize it. The reactants are: Cl[C:2]1[C:3]2[C:4](=[CH:13][N:14](CC3C=CC(OC)=CC=3)[N:15]=2)[N:5]=[C:6]([C:8]2[CH:12]=[CH:11][S:10][CH:9]=2)[N:7]=1.[NH2:25][C:26]1[CH:31]=[CH:30][C:29]([C:32]([N:34]2[CH2:39][CH2:38][N:37]([CH3:40])[CH2:36][CH2:35]2)=[O:33])=[CH:28][CH:27]=1.Cl.